This data is from TCR-epitope binding with 47,182 pairs between 192 epitopes and 23,139 TCRs. The task is: Binary Classification. Given a T-cell receptor sequence (or CDR3 region) and an epitope sequence, predict whether binding occurs between them. (1) The epitope is HTTDPSFLGRY. The TCR CDR3 sequence is CASSQGEVQSPLHF. Result: 1 (the TCR binds to the epitope). (2) The epitope is ATVVIGTSK. The TCR CDR3 sequence is CASSPLGGRETQYF. Result: 1 (the TCR binds to the epitope). (3) The epitope is FLPRVFSAV. The TCR CDR3 sequence is CASSRTLEEGTGELFF. Result: 1 (the TCR binds to the epitope). (4) The epitope is IVTDFSVIK. The TCR CDR3 sequence is CASNAGDTEAFF. Result: 0 (the TCR does not bind to the epitope).